Dataset: Catalyst prediction with 721,799 reactions and 888 catalyst types from USPTO. Task: Predict which catalyst facilitates the given reaction. Reactant: [O:1]1[CH2:3][C@@H:2]1[CH2:4][O:5][C:6]1[CH:7]=[C:8]([C:12]2[C:20]3[C:15](=[N:16][CH:17]=[CH:18][CH:19]=3)[O:14][N:13]=2)[CH:9]=[CH:10][CH:11]=1.[N:21]1([C:27]2[N:32]=[CH:31][CH:30]=[CH:29][N:28]=2)[CH2:26][CH2:25][NH:24][CH2:23][CH2:22]1. Product: [O:14]1[C:15]2=[N:16][CH:17]=[CH:18][CH:19]=[C:20]2[C:12]([C:8]2[CH:7]=[C:6]([CH:11]=[CH:10][CH:9]=2)[O:5][CH2:4][C@H:2]([OH:1])[CH2:3][N:24]2[CH2:25][CH2:26][N:21]([C:27]3[N:28]=[CH:29][CH:30]=[CH:31][N:32]=3)[CH2:22][CH2:23]2)=[N:13]1. The catalyst class is: 737.